From a dataset of Reaction yield outcomes from USPTO patents with 853,638 reactions. Predict the reaction yield, written as a fraction of the theoretical maximum amount of product (1.0 means a 100% yield; for example, 0.34 means a 34% yield). (1) The reactants are [Cl:1][C:2]1[CH:7]=[C:6]([F:8])[CH:5]=[CH:4][C:3]=1[NH:9][S:10]([CH:13]1[C:18]([C:19]([O:21][CH2:22][CH3:23])=[O:20])=[CH:17][C:16]([O:26][CH3:27])([O:24][CH3:25])[CH2:15][CH2:14]1)(=[O:12])=[O:11].[CH3:28][C:29]1([CH3:46])[O:33][C@H:32](CO[Si](C)(C)C)[C@@H:31](CO[Si](C)(C)C)[O:30]1.FC(F)(F)S(O[Si](C)(C)C)(=O)=O.C(=O)([O-])O.[Na+]. The catalyst is ClCCl. The product is [Cl:1][C:2]1[CH:7]=[C:6]([F:8])[CH:5]=[CH:4][C:3]=1[NH:9][S:10]([CH:13]1[CH2:14][CH2:15][C:16]2([O:24][C@@H:25]([C@H:31]3[CH2:32][O:33][C:29]([CH3:46])([CH3:28])[O:30]3)[CH2:27][O:26]2)[CH:17]=[C:18]1[C:19]([O:21][CH2:22][CH3:23])=[O:20])(=[O:11])=[O:12]. The yield is 0.240. (2) No catalyst specified. The product is [CH2:28]([N:13]([C:10]1[C:9]([CH3:25])=[CH:8][C:7]2[C:6]([CH3:27])([CH3:26])[CH2:5][CH:4]=[C:3]([CH2:1][CH3:2])[C:12]=2[CH:11]=1)[C:14]1[CH:15]=[CH:16][C:17]([C:18]([O:20][CH2:21][CH3:22])=[O:19])=[CH:23][CH:24]=1)[CH3:29]. The reactants are [CH2:1]([C:3]1[C:12]2[CH:11]=[C:10]([NH:13][C:14]3[CH:24]=[CH:23][C:17]([C:18]([O:20][CH2:21][CH3:22])=[O:19])=[CH:16][CH:15]=3)[C:9]([CH3:25])=[CH:8][C:7]=2[C:6]([CH3:27])([CH3:26])[CH2:5][CH:4]=1)[CH3:2].[CH:28](=O)[CH3:29]. The yield is 0.430.